Dataset: Catalyst prediction with 721,799 reactions and 888 catalyst types from USPTO. Task: Predict which catalyst facilitates the given reaction. (1) Reactant: [Cl:1][C:2]1[N:3]=[C:4]([N:9]2C(=O)C3C(=CC=CC=3)C2=O)[S:5][C:6]=1[O:7][CH3:8].NN.O. Product: [Cl:1][C:2]1[N:3]=[C:4]([NH2:9])[S:5][C:6]=1[O:7][CH3:8]. The catalyst class is: 5. (2) Reactant: NC1[S:3][C:4]2[CH:10]=[C:9]([Br:11])[CH:8]=[CH:7][C:5]=2[N:6]=1.[OH-].[K+].Cl. Product: [NH2:6][C:5]1[CH:7]=[CH:8][C:9]([Br:11])=[CH:10][C:4]=1[SH:3]. The catalyst class is: 196. (3) The catalyst class is: 52. Reactant: [O:1]1[C:10]2[C:5](=[CH:6][CH:7]=[CH:8][CH:9]=2)[CH:4]([NH2:11])[CH2:3][CH2:2]1.[Br:12]Br. Product: [Br:12][C:7]1[CH:6]=[C:5]2[C:10](=[CH:9][CH:8]=1)[O:1][CH2:2][CH2:3][CH:4]2[NH2:11]. (4) Reactant: [CH:1]1([N:4]2[C:9](=[O:10])[C:8]3[C:11]([NH:18][C:19]4[CH:24]=[CH:23][C:22]([I:25])=[CH:21][C:20]=4[F:26])=[C:12]([F:17])[C:13](=[O:16])[N:14]([CH3:15])[C:7]=3[C:6]([C:27]3[CH:32]=[CH:31][CH:30]=[C:29]([N+:33]([O-])=O)[CH:28]=3)=[N:5]2)[CH2:3][CH2:2]1.Cl[CH2:37][CH2:38][CH2:39][S:40](Cl)(=[O:42])=[O:41].C1CCN2C(=NCCC2)CC1. Product: [CH:1]1([N:4]2[C:9](=[O:10])[C:8]3[C:11]([NH:18][C:19]4[CH:24]=[CH:23][C:22]([I:25])=[CH:21][C:20]=4[F:26])=[C:12]([F:17])[C:13](=[O:16])[N:14]([CH3:15])[C:7]=3[C:6]([C:27]3[CH:32]=[CH:31][CH:30]=[C:29]([N:33]4[CH2:37][CH2:38][CH2:39][S:40]4(=[O:42])=[O:41])[CH:28]=3)=[N:5]2)[CH2:3][CH2:2]1. The catalyst class is: 17. (5) Reactant: [OH:1][C:2]1[CH:31]=[CH:30][C:5]([CH2:6][NH:7][C:8]2[N:13]=[C:12]([O:14][CH2:15][C:16]([F:19])([F:18])[F:17])[N:11]=[C:10]([NH:20][C:21]3[CH:29]=[CH:28][C:24]([C:25](O)=[O:26])=[CH:23][CH:22]=3)[N:9]=2)=[CH:4][CH:3]=1.CN(C(ON1N=NC2C=CC=CC1=2)=[N+](C)C)C.[B-](F)(F)(F)F.[NH2:54][CH2:55][C:56]([CH3:67])([CH3:66])[CH2:57][NH:58][C:59](=[O:65])[O:60][C:61]([CH3:64])([CH3:63])[CH3:62].CCN(C(C)C)C(C)C. Product: [C:61]([O:60][C:59](=[O:65])[NH:58][CH2:57][C:56]([CH3:67])([CH3:66])[CH2:55][NH:54][C:25](=[O:26])[C:24]1[CH:23]=[CH:22][C:21]([NH:20][C:10]2[N:9]=[C:8]([NH:7][CH2:6][C:5]3[CH:30]=[CH:31][C:2]([OH:1])=[CH:3][CH:4]=3)[N:13]=[C:12]([O:14][CH2:15][C:16]([F:19])([F:17])[F:18])[N:11]=2)=[CH:29][CH:28]=1)([CH3:64])([CH3:62])[CH3:63]. The catalyst class is: 179.